From a dataset of CYP1A2 inhibition data for predicting drug metabolism from PubChem BioAssay. Regression/Classification. Given a drug SMILES string, predict its absorption, distribution, metabolism, or excretion properties. Task type varies by dataset: regression for continuous measurements (e.g., permeability, clearance, half-life) or binary classification for categorical outcomes (e.g., BBB penetration, CYP inhibition). Dataset: cyp1a2_veith. The compound is Cc1nc2nc(C)c(CCC(=O)NC(C)c3ccc4c(c3)OCCO4)c(C)n2n1.Cl. The result is 0 (non-inhibitor).